Dataset: Full USPTO retrosynthesis dataset with 1.9M reactions from patents (1976-2016). Task: Predict the reactants needed to synthesize the given product. Given the product [OH:8][C:5]1[CH:6]=[CH:7][C:2]([NH:1][C:14](=[O:15])[O:13][C:10]([CH3:12])([CH3:11])[CH3:9])=[CH:3][CH:4]=1, predict the reactants needed to synthesize it. The reactants are: [NH2:1][C:2]1[CH:7]=[CH:6][C:5]([OH:8])=[CH:4][CH:3]=1.[CH3:9][C:10]([O:13][C:14](O[C:14]([O:13][C:10]([CH3:12])([CH3:11])[CH3:9])=[O:15])=[O:15])([CH3:12])[CH3:11].